This data is from Catalyst prediction with 721,799 reactions and 888 catalyst types from USPTO. The task is: Predict which catalyst facilitates the given reaction. (1) Product: [OH:20][C@@H:14]1[CH2:13][CH:12]2[C@@:17]([CH3:19])([C@@H:18]3[C@@H:9]([CH2:10][CH2:11]2)[C@H:8]2[C@@:4]([CH3:24])([C@@H:5]([C:21]([OH:23])=[O:22])[CH2:6][CH2:7]2)[CH2:3][C@@H:2]3[OH:1])[CH2:16][CH2:15]1. The catalyst class is: 1. Reactant: [OH:1][C@@H:2]1[C@H:18]2[C@@H:9]([CH2:10][CH2:11][CH:12]3[C@:17]2([CH3:19])[CH2:16][CH2:15][C:14](=[O:20])[CH2:13]3)[C@H:8]2[C@@:4]([CH3:24])([C@@H:5]([C:21]([OH:23])=[O:22])[CH2:6][CH2:7]2)[CH2:3]1.CCO.[BH4-].[Na+]. (2) Reactant: [CH2:1]([O:8][C:9]([N:11]1[CH2:16][CH2:15][CH:14]([F:17])[CH:13]([NH2:18])[CH2:12]1)=[O:10])[C:2]1[CH:7]=[CH:6][CH:5]=[CH:4][CH:3]=1.C1COCC1.Br[CH2:25][CH2:26][CH2:27][CH2:28][C:29](Cl)=[O:30].CCN(CC)CC. Product: [F:17][CH:14]1[CH2:15][CH2:16][N:11]([C:9]([O:8][CH2:1][C:2]2[CH:7]=[CH:6][CH:5]=[CH:4][CH:3]=2)=[O:10])[CH2:12][CH:13]1[N:18]1[CH2:25][CH2:26][CH2:27][CH2:28][C:29]1=[O:30]. The catalyst class is: 25. (3) Reactant: [NH:1]1[C:9]2[C:4](=[CH:5][C:6]([N:10]3[C:14]4=[N:15][C:16]([CH:19]=[CH2:20])=[CH:17][CH:18]=[C:13]4[N:12]=[CH:11]3)=[CH:7][CH:8]=2)[CH2:3][CH2:2]1.Cl.[CH3:22][N:23]([CH3:30])[CH2:24][CH2:25][CH2:26][C:27](O)=[O:28].Cl.C(N=C=NCCCN(C)C)C. Product: [CH3:22][N:23]([CH3:30])[CH2:24][CH2:25][CH2:26][C:27](=[O:28])[N:1]1[C:9]2[C:4](=[CH:5][C:6]([N:10]3[C:14]4=[N:15][C:16]([CH:19]=[CH2:20])=[CH:17][CH:18]=[C:13]4[N:12]=[CH:11]3)=[CH:7][CH:8]=2)[CH2:3][CH2:2]1. The catalyst class is: 119. (4) Reactant: [CH:1]1([O:6][C:7]2[CH:12]=[C:11]([N+:13]([O-])=O)[CH:10]=[CH:9][C:8]=2[O:16][CH3:17])[CH2:5][CH2:4][CH2:3][CH2:2]1. Product: [CH:1]1([O:6][C:7]2[CH:12]=[C:11]([CH:10]=[CH:9][C:8]=2[O:16][CH3:17])[NH2:13])[CH2:2][CH2:3][CH2:4][CH2:5]1. The catalyst class is: 29. (5) Reactant: C([O:5][C:6](=[O:42])[CH2:7][CH2:8][C@H:9]([NH:13][C:14]([C:16]1[CH:20]=[C:19]([O:21][CH2:22][C:23]([N:25]2[CH2:29][CH2:28][CH2:27][C@H:26]2[C:30](=[O:35])[NH:31][CH2:32][CH2:33][F:34])=[O:24])[N:18]([C:36]2[CH:41]=[CH:40][CH:39]=[CH:38][CH:37]=2)[N:17]=1)=[O:15])[C:10](O)=[O:11])(C)(C)C.CCN(C(C)C)C(C)C.CN(C(ON1N=NC2C=CC=NC1=2)=[N+](C)C)C.F[P-](F)(F)(F)(F)F.[CH2:76]([O:78][C:79]([N:81]1[CH2:86][CH2:85][NH:84][CH2:83][C@H:82]1[CH3:87])=[O:80])[CH3:77]. Product: [CH2:76]([O:78][C:79]([N:81]1[CH2:86][CH2:85][N:84]([C:10](=[O:11])[C@@H:9]([NH:13][C:14]([C:16]2[CH:20]=[C:19]([O:21][CH2:22][C:23]([N:25]3[CH2:29][CH2:28][CH2:27][C@H:26]3[C:30](=[O:35])[NH:31][CH2:32][CH2:33][F:34])=[O:24])[N:18]([C:36]3[CH:41]=[CH:40][CH:39]=[CH:38][CH:37]=3)[N:17]=2)=[O:15])[CH2:8][CH2:7][C:6]([OH:42])=[O:5])[CH2:83][C@H:82]1[CH3:87])=[O:80])[CH3:77]. The catalyst class is: 3.